From a dataset of Reaction yield outcomes from USPTO patents with 853,638 reactions. Predict the reaction yield, written as a fraction of the theoretical maximum amount of product (1.0 means a 100% yield; for example, 0.34 means a 34% yield). (1) The reactants are [F:1][C:2]1([F:32])[O:6][C:5]2[CH:7]=[CH:8][C:9]([C:11]3([C:14]([NH:16][C:17]4[N:22]=[C:21]([C:23]5[C:24]([OH:30])=[N:25][CH:26]=[C:27]([CH3:29])[CH:28]=5)[C:20]([CH3:31])=[CH:19][CH:18]=4)=[O:15])[CH2:13][CH2:12]3)=[CH:10][C:4]=2[O:3]1.C([O-])([O-])=O.[K+].[K+].Cl[CH2:40][C:41]([O:43][CH3:44])=[O:42]. The catalyst is CN(C=O)C. The product is [F:32][C:2]1([F:1])[O:6][C:5]2[CH:7]=[CH:8][C:9]([C:11]3([C:14]([NH:16][C:17]4[N:22]=[C:21]([C:23]5[C:24](=[O:30])[N:25]([CH2:40][C:41]([O:43][CH3:44])=[O:42])[CH:26]=[C:27]([CH3:29])[CH:28]=5)[C:20]([CH3:31])=[CH:19][CH:18]=4)=[O:15])[CH2:13][CH2:12]3)=[CH:10][C:4]=2[O:3]1.[F:32][C:2]1([F:1])[O:6][C:5]2[CH:7]=[CH:8][C:9]([C:11]3([C:14]([NH:16][C:17]4[N:22]=[C:21]([C:23]5[C:24]([O:30][CH2:40][C:41]([O:43][CH3:44])=[O:42])=[N:25][CH:26]=[C:27]([CH3:29])[CH:28]=5)[C:20]([CH3:31])=[CH:19][CH:18]=4)=[O:15])[CH2:13][CH2:12]3)=[CH:10][C:4]=2[O:3]1. The yield is 0.593. (2) The reactants are Br[CH2:2][C:3]([C:5]1[CH:10]=[C:9]([N+:11]([O-:13])=[O:12])[CH:8]=[CH:7][C:6]=1[Cl:14])=O.[Br:15][C:16]1[CH:17]=[N:18][C:19]([NH2:22])=[N:20][CH:21]=1. The catalyst is C(O)C. The yield is 0.390. The product is [Br:15][C:16]1[CH:17]=[N:18][C:19]2[N:20]([CH:2]=[C:3]([C:5]3[CH:10]=[C:9]([N+:11]([O-:13])=[O:12])[CH:8]=[CH:7][C:6]=3[Cl:14])[N:22]=2)[CH:21]=1. (3) The yield is 0.890. The catalyst is C1(C)C=CC=CC=1. The product is [C:14]([CH2:16][C:17]([NH:4][C:3]1[CH:5]=[CH:6][CH:7]=[CH:8][C:2]=1[C:1]([OH:10])=[O:9])=[O:18])([OH:15])=[O:13]. The reactants are [C:1]([OH:10])(=[O:9])[C:2]1[C:3](=[CH:5][CH:6]=[CH:7][CH:8]=1)[NH2:4].CC1(C)O[C:17](=[O:18])[CH2:16][C:14](=[O:15])[O:13]1. (4) The reactants are Br[C:2]1[CH:7]=[CH:6][N:5]2[N:8]=[C:9]([C:11]3[C:12]([F:17])=[N:13][CH:14]=[CH:15][CH:16]=3)[N:10]=[C:4]2[CH:3]=1.[C:18](=[O:25])([O:20][C:21]([CH3:24])([CH3:23])[CH3:22])[NH2:19]. No catalyst specified. The product is [C:21]([O:20][C:18](=[O:25])[NH:19][C:2]1[CH:7]=[CH:6][N:5]2[N:8]=[C:9]([C:11]3[C:12]([F:17])=[N:13][CH:14]=[CH:15][CH:16]=3)[N:10]=[C:4]2[CH:3]=1)([CH3:24])([CH3:23])[CH3:22]. The yield is 0.704.